This data is from NCI-60 drug combinations with 297,098 pairs across 59 cell lines. The task is: Regression. Given two drug SMILES strings and cell line genomic features, predict the synergy score measuring deviation from expected non-interaction effect. (1) Drug 1: CC1=C(N=C(N=C1N)C(CC(=O)N)NCC(C(=O)N)N)C(=O)NC(C(C2=CN=CN2)OC3C(C(C(C(O3)CO)O)O)OC4C(C(C(C(O4)CO)O)OC(=O)N)O)C(=O)NC(C)C(C(C)C(=O)NC(C(C)O)C(=O)NCCC5=NC(=CS5)C6=NC(=CS6)C(=O)NCCC[S+](C)C)O. Drug 2: CC12CCC3C(C1CCC2O)C(CC4=C3C=CC(=C4)O)CCCCCCCCCS(=O)CCCC(C(F)(F)F)(F)F. Cell line: MALME-3M. Synergy scores: CSS=7.36, Synergy_ZIP=-8.48, Synergy_Bliss=-9.61, Synergy_Loewe=-10.9, Synergy_HSA=-9.09. (2) Drug 1: C1=NC(=NC(=O)N1C2C(C(C(O2)CO)O)O)N. Drug 2: CN1C2=C(C=C(C=C2)N(CCCl)CCCl)N=C1CCCC(=O)O.Cl. Cell line: HOP-92. Synergy scores: CSS=9.77, Synergy_ZIP=-3.96, Synergy_Bliss=1.99, Synergy_Loewe=-11.7, Synergy_HSA=0.838. (3) Drug 1: C1CCC(CC1)NC(=O)N(CCCl)N=O. Drug 2: CCN(CC)CCCC(C)NC1=C2C=C(C=CC2=NC3=C1C=CC(=C3)Cl)OC. Cell line: OVCAR3. Synergy scores: CSS=26.0, Synergy_ZIP=-5.21, Synergy_Bliss=0.576, Synergy_Loewe=-42.6, Synergy_HSA=0.250. (4) Cell line: NCI-H322M. Synergy scores: CSS=12.1, Synergy_ZIP=1.96, Synergy_Bliss=6.48, Synergy_Loewe=-26.9, Synergy_HSA=-7.00. Drug 1: C1C(C(OC1N2C=NC3=C(N=C(N=C32)Cl)N)CO)O. Drug 2: CC=C1C(=O)NC(C(=O)OC2CC(=O)NC(C(=O)NC(CSSCCC=C2)C(=O)N1)C(C)C)C(C)C. (5) Drug 1: C1=C(C(=O)NC(=O)N1)N(CCCl)CCCl. Drug 2: CC12CCC3C(C1CCC2OP(=O)(O)O)CCC4=C3C=CC(=C4)OC(=O)N(CCCl)CCCl.[Na+]. Cell line: OVCAR-4. Synergy scores: CSS=-2.91, Synergy_ZIP=-0.747, Synergy_Bliss=-4.26, Synergy_Loewe=-4.67, Synergy_HSA=-4.55. (6) Drug 1: C1=CC(=C2C(=C1NCCNCCO)C(=O)C3=C(C=CC(=C3C2=O)O)O)NCCNCCO. Drug 2: CNC(=O)C1=NC=CC(=C1)OC2=CC=C(C=C2)NC(=O)NC3=CC(=C(C=C3)Cl)C(F)(F)F. Cell line: SK-MEL-5. Synergy scores: CSS=57.4, Synergy_ZIP=-3.27, Synergy_Bliss=1.68, Synergy_Loewe=-7.22, Synergy_HSA=2.97. (7) Drug 1: CC1OCC2C(O1)C(C(C(O2)OC3C4COC(=O)C4C(C5=CC6=C(C=C35)OCO6)C7=CC(=C(C(=C7)OC)O)OC)O)O. Drug 2: C1CN(CCN1C(=O)CCBr)C(=O)CCBr. Cell line: SF-295. Synergy scores: CSS=53.0, Synergy_ZIP=-6.18, Synergy_Bliss=-4.11, Synergy_Loewe=-2.96, Synergy_HSA=-0.287. (8) Drug 1: CC1=C(C=C(C=C1)NC2=NC=CC(=N2)N(C)C3=CC4=NN(C(=C4C=C3)C)C)S(=O)(=O)N.Cl. Drug 2: C1CNP(=O)(OC1)N(CCCl)CCCl. Cell line: LOX IMVI. Synergy scores: CSS=2.08, Synergy_ZIP=-0.442, Synergy_Bliss=0.0603, Synergy_Loewe=0.339, Synergy_HSA=-1.19. (9) Drug 1: CNC(=O)C1=CC=CC=C1SC2=CC3=C(C=C2)C(=NN3)C=CC4=CC=CC=N4. Drug 2: C1=NC2=C(N1)C(=S)N=CN2. Cell line: EKVX. Synergy scores: CSS=1.86, Synergy_ZIP=-2.29, Synergy_Bliss=-3.96, Synergy_Loewe=-3.99, Synergy_HSA=-4.15.